Dataset: hERG potassium channel inhibition data for cardiac toxicity prediction from Karim et al.. Task: Regression/Classification. Given a drug SMILES string, predict its toxicity properties. Task type varies by dataset: regression for continuous values (e.g., LD50, hERG inhibition percentage) or binary classification for toxic/non-toxic outcomes (e.g., AMES mutagenicity, cardiotoxicity, hepatotoxicity). Dataset: herg_karim. (1) The compound is COCCN1CCN(c2cc(Nc3ncc(C#N)s3)ncn2)CC1. The result is 1 (blocker). (2) The compound is COc1cnc2ccc(=O)n(CCN3CCN(c4nc5ccccc5[nH]4)CC3)c2c1. The result is 1 (blocker). (3) The molecule is CN1CCN(Cc2ccc3c(c2)Cc2c-3n[nH]c2-c2csc(C#CCOc3ccccc3)c2)C(=O)C1. The result is 0 (non-blocker). (4) The compound is NC1(C(=O)NC(c2ccccc2)c2ccc(Cl)cc2)CCN(c2ncnc3[nH]ccc23)CC1. The result is 1 (blocker). (5) The compound is NCc1ccc(F)c(C2CCN(C(=O)c3cc(C(=O)O)cc(-c4nc(-c5cccs5)no4)c3)CC2)c1. The result is 0 (non-blocker). (6) The molecule is NC1=NC2(CO1)c1cc(-c3cncc(C(F)(F)F)c3)ccc1OC1(CCC1)C21COC1. The result is 0 (non-blocker). (7) The molecule is NC(=O)c1cnc(N[C@H](C2CC2)C(F)(F)F)c2c1[nH]c1cc(-c3cn[nH]c3)ccc12. The result is 1 (blocker). (8) The compound is Cc1c(-c2ccc3cc(CCN4CCC[C@H]4C)ccc3n2)sc2ncnn12. The result is 1 (blocker).